Task: Predict the product of the given reaction.. Dataset: Forward reaction prediction with 1.9M reactions from USPTO patents (1976-2016) (1) Given the reactants [N:1]1[CH:6]=[CH:5][CH:4]=[N:3][C:2]=1[NH:7][C:8]([NH2:10])=[S:9].[CH2:11]([O:13][C:14](=[O:25])[CH2:15][C:16]([C:18]1[CH:23]=[C:22]([CH3:24])[CH:21]=[CH:20][N:19]=1)=O)[CH3:12], predict the reaction product. The product is: [CH3:24][C:22]1[CH:21]=[CH:20][N:19]=[C:18]([C:16]2[N:10]=[C:8]([NH:7][C:2]3[N:3]=[CH:4][CH:5]=[CH:6][N:1]=3)[S:9][C:15]=2[C:14]([O:13][CH2:11][CH3:12])=[O:25])[CH:23]=1. (2) Given the reactants [Cl:1][C:2]1[N:7]=[C:6](S(C)(=O)=O)[N:5]=[C:4]([N:12]2[C:16]3[CH:17]=[CH:18][CH:19]=[CH:20][C:15]=3[N:14]=[C:13]2[CH3:21])[CH:3]=1.[C:22]1([CH3:31])[CH:27]=[CH:26][C:25]([NH:28][CH:29]=[O:30])=[CH:24][CH:23]=1.[H-].[Na+].O, predict the reaction product. The product is: [Cl:1][C:2]1[CH:3]=[C:4]([N:12]2[C:16]3[CH:17]=[CH:18][CH:19]=[CH:20][C:15]=3[N:14]=[C:13]2[CH3:21])[N:5]=[C:6]([N:28]([C:25]2[CH:26]=[CH:27][C:22]([CH3:31])=[CH:23][CH:24]=2)[CH:29]=[O:30])[N:7]=1. (3) Given the reactants C(OC(=O)[NH:10][CH2:11][C@H:12]1[CH2:17][CH2:16][C@H:15]([C:18](=[O:27])[NH:19][CH2:20][C:21]2[CH:26]=[CH:25][N:24]=[CH:23][CH:22]=2)[CH2:14][CH2:13]1)C1C=CC=CC=1.C([O-])=O.[NH4+], predict the reaction product. The product is: [N:24]1[CH:25]=[CH:26][C:21]([CH2:20][NH:19][C:18]([C@H:15]2[CH2:16][CH2:17][C@H:12]([CH2:11][NH2:10])[CH2:13][CH2:14]2)=[O:27])=[CH:22][CH:23]=1. (4) Given the reactants N[C:2]1[S:3][C:4]2[CH2:9][CH2:8][CH:7]([C:10]([O:12][CH2:13][CH3:14])=[O:11])[C:5]=2[N:6]=1.[F:15][B-](F)(F)F.[H+].F[B-](F)(F)F.N#[O+], predict the reaction product. The product is: [F:15][C:2]1[S:3][C:4]2[CH2:9][CH2:8][CH:7]([C:10]([O:12][CH2:13][CH3:14])=[O:11])[C:5]=2[N:6]=1. (5) Given the reactants C(OC1C=C(C=CC=1C)CN1CCC(NC2C=C(C=CN=2)C#N)CC1)C.Cl.Cl.[NH:29]1[CH2:34][CH2:33][CH:32]([NH:35][C:36]2[CH:37]=[C:38]([CH:41]=[CH:42][N:43]=2)[C:39]#[N:40])[CH2:31][CH2:30]1.[CH2:44]([O:46][C:47]1[CH:48]=[C:49]([CH:52]=[C:53]([O:56][CH2:57][CH3:58])[C:54]=1[F:55])[CH:50]=O)[CH3:45], predict the reaction product. The product is: [CH2:44]([O:46][C:47]1[CH:48]=[C:49]([CH:52]=[C:53]([O:56][CH2:57][CH3:58])[C:54]=1[F:55])[CH2:50][N:29]1[CH2:30][CH2:31][CH:32]([NH:35][C:36]2[CH:37]=[C:38]([CH:41]=[CH:42][N:43]=2)[C:39]#[N:40])[CH2:33][CH2:34]1)[CH3:45]. (6) Given the reactants Cl[C:2]1[N:11]=[C:10]([NH:12][CH2:13][CH:14]([N:21]2[CH2:26][CH2:25][N:24]([CH3:27])[CH2:23][CH2:22]2)[C:15]2[CH:20]=[CH:19][CH:18]=[CH:17][CH:16]=2)[C:9]2[C:4](=[CH:5][CH:6]=[CH:7][CH:8]=2)[N:3]=1.[CH3:28][S:29]([NH:32][C:33]1[CH:38]=[CH:37][C:36](B(O)O)=[CH:35][CH:34]=1)(=[O:31])=[O:30].CN(C)C1C=CC(C2N=C(NCC(C3C=CC=CC=3)C3NC=CC=3)C3C(=CC=CC=3)N=2)=CC=1, predict the reaction product. The product is: [CH3:27][N:24]1[CH2:25][CH2:26][N:21]([CH:14]([C:15]2[CH:20]=[CH:19][CH:18]=[CH:17][CH:16]=2)[CH2:13][NH:12][C:10]2[C:9]3[C:4](=[CH:5][CH:6]=[CH:7][CH:8]=3)[N:3]=[C:2]([C:36]3[CH:35]=[CH:34][C:33]([NH:32][S:29]([CH3:28])(=[O:30])=[O:31])=[CH:38][CH:37]=3)[N:11]=2)[CH2:22][CH2:23]1. (7) Given the reactants [F:1][C:2]1[CH:9]=[CH:8][CH:7]=[C:6]([OH:10])[C:3]=1[C:4]#[N:5].Br[CH2:12][CH2:13][CH2:14][N:15]1[C:23](=[O:24])[C:22]2[C:17](=[CH:18][CH:19]=[CH:20][CH:21]=2)[C:16]1=[O:25].C(=O)([O-])[O-].[K+].[K+], predict the reaction product. The product is: [O:25]=[C:16]1[C:17]2[C:22](=[CH:21][CH:20]=[CH:19][CH:18]=2)[C:23](=[O:24])[N:15]1[CH2:14][CH2:13][CH2:12][O:10][C:6]1[CH:7]=[CH:8][CH:9]=[C:2]([F:1])[C:3]=1[C:4]#[N:5].